Dataset: Full USPTO retrosynthesis dataset with 1.9M reactions from patents (1976-2016). Task: Predict the reactants needed to synthesize the given product. (1) Given the product [CH3:26][O:17][C:16](=[O:18])[C:15]1[C:19]([F:24])=[CH:20][C:21]([F:23])=[CH:22][C:14]=1[NH:13][C:11](=[O:12])[CH2:10][C:8]1[CH:7]=[CH:6][C:5]2[O:1][CH2:2][O:3][C:4]=2[CH:9]=1, predict the reactants needed to synthesize it. The reactants are: [O:1]1[C:5]2[CH:6]=[CH:7][C:8]([CH2:10][C:11]([NH:13][C:14]3[CH:22]=[C:21]([F:23])[CH:20]=[C:19]([F:24])[C:15]=3[C:16]([OH:18])=[O:17])=[O:12])=[CH:9][C:4]=2[O:3][CH2:2]1.Cl[CH2:26]Cl. (2) Given the product [O:27]1[CH2:28][CH2:29][C@@H:25]([NH:1][C@H:2]2[CH2:6][CH2:5][N:4]([C:7]([O:9][C:10]([CH3:13])([CH3:12])[CH3:11])=[O:8])[CH2:3]2)[CH2:26]1, predict the reactants needed to synthesize it. The reactants are: [NH2:1][C@H:2]1[CH2:6][CH2:5][N:4]([C:7]([O:9][C:10]([CH3:13])([CH3:12])[CH3:11])=[O:8])[CH2:3]1.CC1C=CC(S(O[C@H:25]2[CH2:29][CH2:28][O:27][CH2:26]2)(=O)=O)=CC=1.C(=O)([O-])[O-].[K+].[K+]. (3) Given the product [ClH:1].[NH2:2][C:5]1[CH:22]=[CH:21][C:8]([CH2:9][CH:10]2[CH2:15][CH2:14][N:13]([CH2:16][CH2:17][CH:18]([OH:20])[CH3:19])[CH2:12][CH2:11]2)=[CH:7][CH:6]=1, predict the reactants needed to synthesize it. The reactants are: [ClH:1].[N+:2]([C:5]1[CH:22]=[CH:21][C:8]([CH2:9][CH:10]2[CH2:15][CH2:14][N:13]([CH2:16][CH2:17][CH:18]([OH:20])[CH3:19])[CH2:12][CH2:11]2)=[CH:7][CH:6]=1)([O-])=O.